Task: Regression. Given two drug SMILES strings and cell line genomic features, predict the synergy score measuring deviation from expected non-interaction effect.. Dataset: NCI-60 drug combinations with 297,098 pairs across 59 cell lines (1) Drug 1: C1=CC(=CC=C1CCC2=CNC3=C2C(=O)NC(=N3)N)C(=O)NC(CCC(=O)O)C(=O)O. Drug 2: C1C(C(OC1N2C=NC3=C2NC=NCC3O)CO)O. Cell line: NCI-H460. Synergy scores: CSS=43.8, Synergy_ZIP=2.71, Synergy_Bliss=2.06, Synergy_Loewe=-14.1, Synergy_HSA=2.73. (2) Drug 1: CC1=C(C(=O)C2=C(C1=O)N3CC4C(C3(C2COC(=O)N)OC)N4)N. Drug 2: C1CN(P(=O)(OC1)NCCCl)CCCl. Cell line: SK-MEL-28. Synergy scores: CSS=19.5, Synergy_ZIP=-3.39, Synergy_Bliss=2.24, Synergy_Loewe=-59.0, Synergy_HSA=0.674. (3) Drug 1: CCC1=C2CN3C(=CC4=C(C3=O)COC(=O)C4(CC)O)C2=NC5=C1C=C(C=C5)O. Drug 2: CC(C)(C#N)C1=CC(=CC(=C1)CN2C=NC=N2)C(C)(C)C#N. Cell line: CAKI-1. Synergy scores: CSS=24.5, Synergy_ZIP=1.93, Synergy_Bliss=2.20, Synergy_Loewe=-9.46, Synergy_HSA=1.61. (4) Drug 1: CC12CCC3C(C1CCC2=O)CC(=C)C4=CC(=O)C=CC34C. Drug 2: CC1=C(C=C(C=C1)C(=O)NC2=CC(=CC(=C2)C(F)(F)F)N3C=C(N=C3)C)NC4=NC=CC(=N4)C5=CN=CC=C5. Cell line: MCF7. Synergy scores: CSS=5.55, Synergy_ZIP=1.36, Synergy_Bliss=0.417, Synergy_Loewe=-0.678, Synergy_HSA=-0.931. (5) Drug 1: CC=C1C(=O)NC(C(=O)OC2CC(=O)NC(C(=O)NC(CSSCCC=C2)C(=O)N1)C(C)C)C(C)C. Drug 2: CS(=O)(=O)OCCCCOS(=O)(=O)C. Cell line: BT-549. Synergy scores: CSS=56.4, Synergy_ZIP=-5.61, Synergy_Bliss=-5.88, Synergy_Loewe=-6.36, Synergy_HSA=-2.63. (6) Drug 1: CC12CCC(CC1=CCC3C2CCC4(C3CC=C4C5=CN=CC=C5)C)O. Drug 2: C1C(C(OC1N2C=NC3=C2NC=NCC3O)CO)O. Cell line: RXF 393. Synergy scores: CSS=22.2, Synergy_ZIP=-1.96, Synergy_Bliss=4.06, Synergy_Loewe=6.11, Synergy_HSA=6.61.